The task is: Predict which catalyst facilitates the given reaction.. This data is from Catalyst prediction with 721,799 reactions and 888 catalyst types from USPTO. (1) Reactant: [Cl-].[C:2]([NH:5][C:6]1[S:7][CH:8]=[C:9](C[P+](C2C=CC=CC=2)(C2C=CC=CC=2)C2C=CC=CC=2)[N:10]=1)(=[O:4])[CH3:3].O[C:32]1C=C(C=C[CH:39]=1)C=O.[O:40]1[CH2:44][CH2:43][CH2:42][CH2:41]1.[CH3:45][C:46](C)([O-])C.[K+].O. Product: [OH:40][C:44]1[CH:43]=[CH:42][C:41]([CH:45]=[CH:46][N:10]2[CH:9]=[CH:8][S:7][CH:6]2[NH:5][C:2](=[O:4])[CH3:3])=[CH:39][CH:32]=1. The catalyst class is: 9. (2) Reactant: [CH3:1][C:2]1[CH:8]=[CH:7][CH:6]=[C:5]([CH3:9])[C:3]=1[NH2:4].[Cl-].[Al+3].[Cl-].[Cl-].[C:14]1([C:31]2[CH:36]=[CH:35][CH:34]=[CH:33][CH:32]=2)[CH:19]=[CH:18][CH:17]=[CH:16][C:15]=1[C:20]1O[C:22]([C:25]2[CH:30]=[CH:29][CH:28]=[CH:27][CH:26]=2)=[N:23][N:24]=1. Product: [C:14]1([C:31]2[CH:32]=[CH:33][CH:34]=[CH:35][CH:36]=2)[CH:19]=[CH:18][CH:17]=[CH:16][C:15]=1[C:20]1[N:4]([C:3]2[C:5]([CH3:9])=[CH:6][CH:7]=[CH:8][C:2]=2[CH3:1])[C:22]([C:25]2[CH:26]=[CH:27][CH:28]=[CH:29][CH:30]=2)=[N:23][N:24]=1. The catalyst class is: 60. (3) Reactant: [CH3:1][O:2][C:3]1[CH:4]=[C:5]([CH2:11][CH2:12][C:13]2[N:14]=[C:15]3[CH:21]=[C:20]([C:22]4[CH:23]=[N:24][NH:25][CH:26]=4)[N:19](S(C4C=CC=CC=4)(=O)=O)[C:16]3=[N:17][CH:18]=2)[CH:6]=[C:7]([O:9][CH3:10])[CH:8]=1.N12CCCN=C1CCCCC2.[CH:47]1(/[CH:52]=[CH:53]/[C:54]#[N:55])[CH2:51][CH2:50][CH2:49][CH2:48]1. Product: [CH:47]1([CH:52]([N:25]2[CH:26]=[C:22]([C:20]3[NH:19][C:16]4=[N:17][CH:18]=[C:13]([CH2:12][CH2:11][C:5]5[CH:6]=[C:7]([O:9][CH3:10])[CH:8]=[C:3]([O:2][CH3:1])[CH:4]=5)[N:14]=[C:15]4[CH:21]=3)[CH:23]=[N:24]2)[CH2:53][C:54]#[N:55])[CH2:51][CH2:50][CH2:49][CH2:48]1. The catalyst class is: 10. (4) Reactant: [F:1][C:2]1[CH:10]=[C:9]2[C:5]([C:6]([C:11]3[CH:12]=[CH:13][C:14]([N:17]4[CH2:22][CH2:21][CH:20]([NH2:23])[CH2:19][CH2:18]4)=[N:15][CH:16]=3)=[CH:7][NH:8]2)=[CH:4][CH:3]=1.CCN(CC)CC.[CH3:31][O:32][CH2:33][CH2:34][S:35](Cl)(=[O:37])=[O:36]. Product: [F:1][C:2]1[CH:10]=[C:9]2[C:5]([C:6]([C:11]3[CH:12]=[CH:13][C:14]([N:17]4[CH2:22][CH2:21][CH:20]([NH:23][S:35]([CH2:34][CH2:33][O:32][CH3:31])(=[O:37])=[O:36])[CH2:19][CH2:18]4)=[N:15][CH:16]=3)=[CH:7][NH:8]2)=[CH:4][CH:3]=1. The catalyst class is: 59. (5) Reactant: [SH:1][C:2]1[NH:3][C:4]2[CH:10]=[CH:9][CH:8]=[CH:7][C:5]=2[N:6]=1.C[O-].[Na+].[CH2:14]([O:21][C:22]1[CH:27]=[CH:26][N:25]=[C:24]([CH2:28]Cl)[C:23]=1[CH3:30])[CH2:15][CH2:16][CH2:17][CH2:18][CH2:19][CH3:20]. Product: [CH2:14]([O:21][C:22]1[CH:27]=[CH:26][N:25]=[C:24]([CH2:28][S:1][C:2]2[NH:6][C:5]3[CH:7]=[CH:8][CH:9]=[CH:10][C:4]=3[N:3]=2)[C:23]=1[CH3:30])[CH2:15][CH2:16][CH2:17][CH2:18][CH2:19][CH3:20]. The catalyst class is: 125. (6) Reactant: [F:1][C:2]1[C:11]([F:12])=[C:10]2[C:5]([CH:6]=[CH:7][CH:8]([CH2:13][CH2:14][CH2:15][CH2:16][CH3:17])[O:9]2)=[C:4]2[CH:18]=[C:19]([CH3:21])[O:20][C:3]=12. Product: [F:1][C:2]1[C:11]([F:12])=[C:10]2[C:5]([CH2:6][CH2:7][CH:8]([CH2:13][CH2:14][CH2:15][CH2:16][CH3:17])[O:9]2)=[C:4]2[CH:18]=[C:19]([CH3:21])[O:20][C:3]=12. The catalyst class is: 787. (7) Reactant: [CH3:1][C:2]([CH3:39])([CH3:38])[C:3](=O)[CH2:4][N:5]1[C:10](=[O:11])[C:9]([CH2:12][C:13]2[CH:18]=[CH:17][C:16]([C:19]3[CH:24]=[CH:23][CH:22]=[CH:21][C:20]=3[C:25]3[NH:29][C:28](=[O:30])[O:27][N:26]=3)=[CH:15][CH:14]=2)=[C:8]([CH2:31][CH2:32][CH3:33])[N:7]2[N:34]=[CH:35][N:36]=[C:6]12.Cl.[NH2:41][O:42][CH3:43].N1C=CC=CC=1.Cl. Product: [CH3:43][O:42]/[N:41]=[C:3](/[C:2]([CH3:1])([CH3:39])[CH3:38])\[CH2:4][N:5]1[C:10](=[O:11])[C:9]([CH2:12][C:13]2[CH:14]=[CH:15][C:16]([C:19]3[CH:24]=[CH:23][CH:22]=[CH:21][C:20]=3[C:25]3[NH:29][C:28](=[O:30])[O:27][N:26]=3)=[CH:17][CH:18]=2)=[C:8]([CH2:31][CH2:32][CH3:33])[N:7]2[N:34]=[CH:35][N:36]=[C:6]12. The catalyst class is: 69. (8) Reactant: [Cl:1][C:2]1[CH:3]=[C:4]([NH:9][C:10]2[C:19]3[C:14](=[CH:15][C:16]([O:25][CH3:26])=[C:17]([O:20][CH2:21][CH2:22][CH2:23]Cl)[CH:18]=3)[N:13]=[CH:12][N:11]=2)[CH:5]=[CH:6][C:7]=1[F:8].C([O-])([O-])=O.[K+].[K+].[CH2:33]([N:35]1[CH2:40][CH2:39][CH2:38][CH:37]2[CH2:41][NH:42][CH2:43][CH:36]12)[CH3:34]. Product: [Cl:1][C:2]1[CH:3]=[C:4]([NH:9][C:10]2[C:19]3[C:14](=[CH:15][C:16]([O:25][CH3:26])=[C:17]([O:20][CH2:21][CH2:22][CH2:23][N:42]4[CH2:41][CH:37]5[CH:36]([N:35]([CH2:33][CH3:34])[CH2:40][CH2:39][CH2:38]5)[CH2:43]4)[CH:18]=3)[N:13]=[CH:12][N:11]=2)[CH:5]=[CH:6][C:7]=1[F:8]. The catalyst class is: 3. (9) Reactant: [F:1][C:2]1([F:40])[O:6][C:5]2[CH:7]=[CH:8][C:9]([C:11]3([C:14]([NH:16][C@H:17]4[CH2:22][C@@H:21]([C:23]5[CH:28]=[CH:27][CH:26]=[C:25]([O:29][CH3:30])[CH:24]=5)[O:20][C@@H:19]([C:31]5[CH:32]=[C:33]([CH:37]=[CH:38][CH:39]=5)[C:34]([OH:36])=[O:35])[CH2:18]4)=[O:15])[CH2:13][CH2:12]3)=[CH:10][C:4]=2[O:3]1. Product: [C:2](=[O:6])=[O:3].[F:40][C:2]1([F:1])[O:6][C:5]2[CH:7]=[CH:8][C:9]([C:11]3([C:14]([NH:16][C@H:17]4[CH2:22][C@@H:21]([C:23]5[CH:28]=[CH:27][CH:26]=[C:25]([O:29][CH3:30])[CH:24]=5)[O:20][C@@H:19]([C:31]5[CH:32]=[C:33]([CH:37]=[CH:38][CH:39]=5)[C:34]([OH:36])=[O:35])[CH2:18]4)=[O:15])[CH2:12][CH2:13]3)=[CH:10][C:4]=2[O:3]1. The catalyst class is: 5.